The task is: Predict the reaction yield, written as a fraction of the theoretical maximum amount of product (1.0 means a 100% yield; for example, 0.34 means a 34% yield).. This data is from Reaction yield outcomes from USPTO patents with 853,638 reactions. (1) The reactants are [Br:1][C:2]1[CH:3]=[C:4]([F:14])[CH:5]=[C:6]2[C:10]=1[NH:9][C:8]([C:11]([OH:13])=O)=[CH:7]2.[CH3:15][O:16]NCC1C=CC=CC=1.C1CN([P+](ON2N=N[C:44]3[CH:45]=[CH:46][CH:47]=[CH:48][C:43]2=3)(N2CCCC2)N2CCCC2)CC1.F[P-](F)(F)(F)(F)F.[CH:58]([NH:61]C(C)C)(C)C. The product is [CH3:15][O:16][C:48]1[CH:43]=[C:44]([CH:45]=[CH:46][CH:47]=1)[CH2:58][NH:61][C:11]([C:8]1[NH:9][C:10]2[C:6]([CH:7]=1)=[CH:5][C:4]([F:14])=[CH:3][C:2]=2[Br:1])=[O:13]. The yield is 0.810. The catalyst is C(OCC)(=O)C. (2) The catalyst is CS(C)=O.O. The yield is 0.580. The product is [NH2:1][C:2]1[CH:7]=[CH:6][C:5]([O:8][C:17]2[CH:22]=[CH:21][N:20]=[C:19]3[CH:23]=[C:24]([C:26]4[N:31]=[CH:30][C:29]([CH2:32][N:33]([CH2:41][CH2:42][O:43][CH3:44])[C:34](=[O:40])[O:35][C:36]([CH3:37])([CH3:38])[CH3:39])=[CH:28][CH:27]=4)[S:25][C:18]=23)=[C:4]([F:9])[CH:3]=1. The reactants are [NH2:1][C:2]1[CH:7]=[CH:6][C:5]([OH:8])=[C:4]([F:9])[CH:3]=1.CC(C)([O-])C.[K+].Cl[C:17]1[CH:22]=[CH:21][N:20]=[C:19]2[CH:23]=[C:24]([C:26]3[N:31]=[CH:30][C:29]([CH2:32][N:33]([CH2:41][CH2:42][O:43][CH3:44])[C:34](=[O:40])[O:35][C:36]([CH3:39])([CH3:38])[CH3:37])=[CH:28][CH:27]=3)[S:25][C:18]=12. (3) The reactants are [Br:1][CH2:2][C:3](=O)[C@@H:4]([NH:15]C(=O)OC(C)(C)C)[CH2:5][C:6]1[CH:11]=[CH:10][C:9]([N+:12]([O-:14])=[O:13])=[CH:8][CH:7]=1.[C:24]([NH2:32])(=[S:31])[C:25]1[CH:30]=[CH:29][CH:28]=[CH:27][CH:26]=1.C(OCC)C. The catalyst is CC#N. The product is [BrH:1].[N+:12]([C:9]1[CH:8]=[CH:7][C:6]([CH2:5][C@@H:4]([C:3]2[N:32]=[C:24]([C:25]3[CH:30]=[CH:29][CH:28]=[CH:27][CH:26]=3)[S:31][CH:2]=2)[NH2:15])=[CH:11][CH:10]=1)([O-:14])=[O:13]. The yield is 0.670. (4) The reactants are [Cl:1]C(OC(Cl)C)=O.C([N:21]1[CH2:24][CH:23]([C:25]2[C:29]3[CH:30]=[CH:31][CH:32]=[CH:33][C:28]=3[O:27][CH:26]=2)[CH2:22]1)(C1C=CC=CC=1)C1C=CC=CC=1.C(O)C. The catalyst is ClCCl. The product is [ClH:1].[O:27]1[C:28]2[CH:33]=[CH:32][CH:31]=[CH:30][C:29]=2[C:25]([CH:23]2[CH2:22][NH:21][CH2:24]2)=[CH:26]1. The yield is 1.30.